Dataset: Reaction yield outcomes from USPTO patents with 853,638 reactions. Task: Predict the reaction yield, written as a fraction of the theoretical maximum amount of product (1.0 means a 100% yield; for example, 0.34 means a 34% yield). The reactants are [CH2:1]([O:8][C:9]1[C:10]([CH:26]2[O:30][CH2:29][CH2:28][O:27]2)=[CH:11][C:12]([Cl:25])=[C:13]([CH:24]=1)[O:14][C:15]1[N:19]([CH3:20])[N:18]=[C:17]([CH3:21])[C:16]=1[CH:22]=O)[C:2]1[CH:7]=[CH:6][CH:5]=[CH:4][CH:3]=1.C(O)COCCO.O.NN.[OH-].[K+]. The catalyst is O. The product is [CH2:1]([O:8][C:9]1[C:10]([CH:26]2[O:27][CH2:28][CH2:29][O:30]2)=[CH:11][C:12]([Cl:25])=[C:13]([CH:24]=1)[O:14][C:15]1[N:19]([CH3:20])[N:18]=[C:17]([CH3:21])[C:16]=1[CH3:22])[C:2]1[CH:3]=[CH:4][CH:5]=[CH:6][CH:7]=1. The yield is 0.500.